Dataset: NCI-60 drug combinations with 297,098 pairs across 59 cell lines. Task: Regression. Given two drug SMILES strings and cell line genomic features, predict the synergy score measuring deviation from expected non-interaction effect. (1) Drug 1: C1=NC2=C(N=C(N=C2N1C3C(C(C(O3)CO)O)O)F)N. Drug 2: CC1=C2C(C(=O)C3(C(CC4C(C3C(C(C2(C)C)(CC1OC(=O)C(C(C5=CC=CC=C5)NC(=O)OC(C)(C)C)O)O)OC(=O)C6=CC=CC=C6)(CO4)OC(=O)C)O)C)O. Cell line: SW-620. Synergy scores: CSS=4.46, Synergy_ZIP=-0.754, Synergy_Bliss=-0.430, Synergy_Loewe=-1.15, Synergy_HSA=-0.406. (2) Drug 1: CC1=C2C(C(=O)C3(C(CC4C(C3C(C(C2(C)C)(CC1OC(=O)C(C(C5=CC=CC=C5)NC(=O)OC(C)(C)C)O)O)OC(=O)C6=CC=CC=C6)(CO4)OC(=O)C)O)C)O. Drug 2: CC1=C(C(=O)C2=C(C1=O)N3CC4C(C3(C2COC(=O)N)OC)N4)N. Cell line: HS 578T. Synergy scores: CSS=45.6, Synergy_ZIP=-3.48, Synergy_Bliss=-2.64, Synergy_Loewe=-6.54, Synergy_HSA=1.07. (3) Drug 1: CN1C(=O)N2C=NC(=C2N=N1)C(=O)N. Drug 2: CS(=O)(=O)OCCCCOS(=O)(=O)C. Cell line: TK-10. Synergy scores: CSS=-3.25, Synergy_ZIP=0.867, Synergy_Bliss=0.592, Synergy_Loewe=-5.19, Synergy_HSA=-4.95. (4) Drug 1: CN1C2=C(C=C(C=C2)N(CCCl)CCCl)N=C1CCCC(=O)O.Cl. Drug 2: CC1=C(C=C(C=C1)C(=O)NC2=CC(=CC(=C2)C(F)(F)F)N3C=C(N=C3)C)NC4=NC=CC(=N4)C5=CN=CC=C5. Cell line: SW-620. Synergy scores: CSS=-4.95, Synergy_ZIP=1.49, Synergy_Bliss=-0.675, Synergy_Loewe=-5.52, Synergy_HSA=-5.12. (5) Drug 1: CN1C(=O)N2C=NC(=C2N=N1)C(=O)N. Drug 2: CC(C)CN1C=NC2=C1C3=CC=CC=C3N=C2N. Cell line: UO-31. Synergy scores: CSS=5.85, Synergy_ZIP=-3.58, Synergy_Bliss=-2.80, Synergy_Loewe=-1.04, Synergy_HSA=-1.04. (6) Drug 1: C1CCC(C(C1)N)N.C(=O)(C(=O)[O-])[O-].[Pt+4]. Drug 2: CC1C(C(CC(O1)OC2CC(CC3=C2C(=C4C(=C3O)C(=O)C5=C(C4=O)C(=CC=C5)OC)O)(C(=O)CO)O)N)O.Cl. Cell line: OVCAR-5. Synergy scores: CSS=22.5, Synergy_ZIP=-8.88, Synergy_Bliss=-11.9, Synergy_Loewe=-8.81, Synergy_HSA=-7.89. (7) Drug 1: C1=CC=C(C=C1)NC(=O)CCCCCCC(=O)NO. Drug 2: CS(=O)(=O)CCNCC1=CC=C(O1)C2=CC3=C(C=C2)N=CN=C3NC4=CC(=C(C=C4)OCC5=CC(=CC=C5)F)Cl. Cell line: MDA-MB-231. Synergy scores: CSS=30.1, Synergy_ZIP=-5.01, Synergy_Bliss=-3.50, Synergy_Loewe=-25.6, Synergy_HSA=-1.10. (8) Cell line: SK-MEL-28. Drug 2: CC=C1C(=O)NC(C(=O)OC2CC(=O)NC(C(=O)NC(CSSCCC=C2)C(=O)N1)C(C)C)C(C)C. Synergy scores: CSS=33.7, Synergy_ZIP=-0.122, Synergy_Bliss=-0.249, Synergy_Loewe=-45.0, Synergy_HSA=-3.17. Drug 1: CC1=C(C(CCC1)(C)C)C=CC(=CC=CC(=CC(=O)O)C)C. (9) Synergy scores: CSS=16.7, Synergy_ZIP=-3.12, Synergy_Bliss=8.88, Synergy_Loewe=-18.2, Synergy_HSA=3.49. Cell line: UACC-257. Drug 1: CC1=CC2C(CCC3(C2CCC3(C(=O)C)OC(=O)C)C)C4(C1=CC(=O)CC4)C. Drug 2: CCC1(CC2CC(C3=C(CCN(C2)C1)C4=CC=CC=C4N3)(C5=C(C=C6C(=C5)C78CCN9C7C(C=CC9)(C(C(C8N6C=O)(C(=O)OC)O)OC(=O)C)CC)OC)C(=O)OC)O.OS(=O)(=O)O.